From a dataset of HIV replication inhibition screening data with 41,000+ compounds from the AIDS Antiviral Screen. Binary Classification. Given a drug SMILES string, predict its activity (active/inactive) in a high-throughput screening assay against a specified biological target. (1) The molecule is C(=NNc1nnc(-c2nnc(NN=Cc3ccccc3)o2)o1)c1ccccc1. The result is 0 (inactive). (2) The result is 0 (inactive). The molecule is CC1C(=O)C(C)C(c2ccccc2)NC1c1ccccc1. (3) The compound is CN(C)CCNC(=O)c1ccc(NC(=O)c2nc([N+](=O)[O-])cn2C)cc1.Cl. The result is 0 (inactive).